Dataset: Full USPTO retrosynthesis dataset with 1.9M reactions from patents (1976-2016). Task: Predict the reactants needed to synthesize the given product. (1) Given the product [OH:25][CH:26]1[CH2:31][CH2:30][N:29]([C:2]2[C:11]3[C:6](=[CH:7][C:8]([C:12]#[N:13])=[CH:9][CH:10]=3)[C:5]([NH:14][CH2:15][C:16]3[CH:21]=[CH:20][C:19]([O:22][CH3:23])=[C:18]([Cl:24])[CH:17]=3)=[N:4][N:3]=2)[CH2:28][CH2:27]1, predict the reactants needed to synthesize it. The reactants are: Cl[C:2]1[C:11]2[C:6](=[CH:7][C:8]([C:12]#[N:13])=[CH:9][CH:10]=2)[C:5]([NH:14][CH2:15][C:16]2[CH:21]=[CH:20][C:19]([O:22][CH3:23])=[C:18]([Cl:24])[CH:17]=2)=[N:4][N:3]=1.[OH:25][CH:26]1[CH2:31][CH2:30][NH:29][CH2:28][CH2:27]1.C(N(C(C)C)CC)(C)C.C(OCC)(=O)C. (2) Given the product [C:1]([Si:5]([CH3:27])([CH3:26])[O:6][CH2:7][CH2:8][O:9][C:10]1[CH:11]=[CH:12][C:13]([O:14][C:15]2[CH:22]=[CH:21][C:20]([Cl:23])=[CH:19][C:16]=2[CH:52]=[N:49][C:47]([O:56][Si:29]([CH3:31])([CH3:30])[CH3:28])=[CH2:48])=[CH:24][CH:25]=1)([CH3:4])([CH3:2])[CH3:3], predict the reactants needed to synthesize it. The reactants are: [C:1]([Si:5]([CH3:27])([CH3:26])[O:6][CH2:7][CH2:8][O:9][C:10]1[CH:25]=[CH:24][C:13]([O:14][C:15]2[CH:22]=[CH:21][C:20]([Cl:23])=[CH:19][C:16]=2C=O)=[CH:12][CH:11]=1)([CH3:4])([CH3:3])[CH3:2].[CH3:28][Si:29](N[Si:29]([CH3:31])([CH3:30])[CH3:28])([CH3:31])[CH3:30].C([Li])CCC.C[Si](Cl)(C)C.[CH2:47]([N:49]([CH2:52]C)CC)[CH3:48].C(Cl)(=[O:56])C. (3) Given the product [NH2:20][C:7]1[C:8]([F:19])=[C:9]([CH2:11][C:12]2[CH:13]=[CH:14][C:15]([F:18])=[CH:16][CH:17]=2)[N:10]=[C:5]([CH:4]=[O:3])[CH:6]=1, predict the reactants needed to synthesize it. The reactants are: C([O:3][CH:4](OCC)[C:5]1[N:10]=[C:9]([CH2:11][C:12]2[CH:17]=[CH:16][C:15]([F:18])=[CH:14][CH:13]=2)[C:8]([F:19])=[C:7]([NH:20]C(C2C=CC=CC=2)(C2C=CC=CC=2)C2C=CC=CC=2)[CH:6]=1)C.OS(O)(=O)=O.CC#N. (4) Given the product [Br:35][C:36]1[CH:41]=[CH:40][C:39]([CH2:42][CH2:43][O:9][C:10](=[O:34])[NH:11][C:12]2[CH:17]=[CH:16][C:15]([S:18]([CH:21]([CH3:23])[CH3:22])(=[O:20])=[O:19])=[C:14]([CH2:24][N:25]([C:27]([O:29][C:30]([CH3:32])([CH3:33])[CH3:31])=[O:28])[CH3:26])[CH:13]=2)=[C:38]([CH2:45][CH3:46])[CH:37]=1, predict the reactants needed to synthesize it. The reactants are: [H-].[Na+].C1([O:9][C:10](=[O:34])[NH:11][C:12]2[CH:17]=[CH:16][C:15]([S:18]([CH:21]([CH3:23])[CH3:22])(=[O:20])=[O:19])=[C:14]([CH2:24][N:25]([C:27]([O:29][C:30]([CH3:33])([CH3:32])[CH3:31])=[O:28])[CH3:26])[CH:13]=2)C=CC=CC=1.[Br:35][C:36]1[CH:41]=[CH:40][C:39]([CH2:42][CH2:43]O)=[C:38]([CH2:45][CH3:46])[CH:37]=1. (5) Given the product [C:4]1([CH2:3][O:10][C:12]2[CH:17]=[C:16]([CH3:18])[CH:15]=[CH:14][N:13]=2)[CH:9]=[CH:8][CH:7]=[CH:6][CH:5]=1, predict the reactants needed to synthesize it. The reactants are: [H-].[Na+].[CH2:3]([OH:10])[C:4]1[CH:9]=[CH:8][CH:7]=[CH:6][CH:5]=1.Br[C:12]1[CH:17]=[C:16]([CH3:18])[CH:15]=[CH:14][N:13]=1.O. (6) Given the product [Br:1][C:2]1[CH:3]=[C:4]([NH2:10])[C:5]([NH2:6])=[CH:7][C:8]=1[CH3:9], predict the reactants needed to synthesize it. The reactants are: [Br:1][C:2]1[C:8]([CH3:9])=[CH:7][C:5]([NH2:6])=[C:4]([N+:10]([O-])=O)[CH:3]=1.O.O.[Sn](Cl)Cl. (7) Given the product [CH2:16]([C:23]1([OH:29])[CH2:28][CH2:27][N:26]([C:13]([C:9]2[CH:10]=[N:11][O:12][C:8]=2[C:5]2[CH:6]=[CH:7][C:2]([CH3:1])=[CH:3][CH:4]=2)=[O:14])[CH2:25][CH2:24]1)[C:17]1[CH:18]=[CH:19][CH:20]=[CH:21][CH:22]=1, predict the reactants needed to synthesize it. The reactants are: [CH3:1][C:2]1[CH:7]=[CH:6][C:5]([C:8]2[O:12][N:11]=[CH:10][C:9]=2[C:13](Cl)=[O:14])=[CH:4][CH:3]=1.[CH2:16]([C:23]1([OH:29])[CH2:28][CH2:27][NH:26][CH2:25][CH2:24]1)[C:17]1[CH:22]=[CH:21][CH:20]=[CH:19][CH:18]=1.